Dataset: Reaction yield outcomes from USPTO patents with 853,638 reactions. Task: Predict the reaction yield, written as a fraction of the theoretical maximum amount of product (1.0 means a 100% yield; for example, 0.34 means a 34% yield). (1) The reactants are [Br:1][C:2]1[CH:3]=[CH:4][C:5]([N+:10]([O-])=O)=[C:6]([CH:9]=1)[NH:7][CH3:8].[Cl-].[NH4+]. The catalyst is CCO.O.[Fe]. The product is [Br:1][C:2]1[CH:9]=[C:6]([NH:7][CH3:8])[C:5]([NH2:10])=[CH:4][CH:3]=1. The yield is 0.900. (2) The product is [S:36]([C:30]1[CH:35]=[CH:34][CH:33]=[CH:32][CH:31]=1)([OH:39])(=[O:38])=[O:37].[F:1][C:2]1[C:7]([CH3:8])=[CH:6][C:5]([NH:9][C:10]2[N:15]=[C:14]([NH:16][C:17]3[CH:18]=[CH:19][C:20]4[O:24][C:23](=[O:25])[NH:22][C:21]=4[CH:26]=3)[C:13]([CH3:27])=[CH:12][N:11]=2)=[CH:4][C:3]=1[O:28][CH3:29]. The yield is 0.940. The catalyst is CO. The reactants are [F:1][C:2]1[C:7]([CH3:8])=[CH:6][C:5]([NH:9][C:10]2[N:15]=[C:14]([NH:16][C:17]3[CH:18]=[CH:19][C:20]4[O:24][C:23](=[O:25])[NH:22][C:21]=4[CH:26]=3)[C:13]([CH3:27])=[CH:12][N:11]=2)=[CH:4][C:3]=1[O:28][CH3:29].[C:30]1([S:36]([OH:39])(=[O:38])=[O:37])[CH:35]=[CH:34][CH:33]=[CH:32][CH:31]=1.